Dataset: Peptide-MHC class I binding affinity with 185,985 pairs from IEDB/IMGT. Task: Regression. Given a peptide amino acid sequence and an MHC pseudo amino acid sequence, predict their binding affinity value. This is MHC class I binding data. (1) The peptide sequence is YVIKVSARV. The MHC is HLA-C06:02 with pseudo-sequence HLA-C06:02. The binding affinity (normalized) is 0.0318. (2) The peptide sequence is LQMAGVEVR. The MHC is HLA-A68:01 with pseudo-sequence HLA-A68:01. The binding affinity (normalized) is 0.281. (3) The peptide sequence is YVDRFYKTL. The MHC is HLA-B51:01 with pseudo-sequence HLA-B51:01. The binding affinity (normalized) is 0.411. (4) The peptide sequence is MGNGCFKIYH. The MHC is HLA-A33:01 with pseudo-sequence HLA-A33:01. The binding affinity (normalized) is 0.567. (5) The peptide sequence is LIVSLCPTK. The MHC is HLA-A31:01 with pseudo-sequence HLA-A31:01. The binding affinity (normalized) is 0.117. (6) The binding affinity (normalized) is 0.966. The MHC is HLA-A02:02 with pseudo-sequence HLA-A02:02. The peptide sequence is TLNEDLLEI. (7) The peptide sequence is DFIGKTIGF. The MHC is HLA-B27:05 with pseudo-sequence HLA-B27:05. The binding affinity (normalized) is 0.0847. (8) The peptide sequence is STQWSLFFFV. The MHC is HLA-A02:03 with pseudo-sequence HLA-A02:03. The binding affinity (normalized) is 0.373. (9) The peptide sequence is MQIRGFVYFV. The MHC is HLA-A02:03 with pseudo-sequence HLA-A02:03. The binding affinity (normalized) is 0.881. (10) The peptide sequence is SYMMDDLELI. The MHC is HLA-B37:01 with pseudo-sequence HLA-B37:01. The binding affinity (normalized) is 0.0847.